From a dataset of Catalyst prediction with 721,799 reactions and 888 catalyst types from USPTO. Predict which catalyst facilitates the given reaction. (1) Reactant: [CH3:1][C@H:2]([O:6][C:7]1[N:15]=[C:14]2[C:10]([N:11]=[C:12]([O:24]C)[N:13]2[CH2:16][CH2:17][CH:18]2[CH2:23][CH2:22][CH2:21][NH:20][CH2:19]2)=[C:9]([NH2:26])[N:8]=1)[CH2:3][CH2:4][CH3:5].Cl.O1CCOCC1. Product: [NH2:26][C:9]1[N:8]=[C:7]([O:6][C@@H:2]([CH3:1])[CH2:3][CH2:4][CH3:5])[N:15]=[C:14]2[C:10]=1[NH:11][C:12](=[O:24])[N:13]2[CH2:16][CH2:17][CH:18]1[CH2:23][CH2:22][CH2:21][NH:20][CH2:19]1. The catalyst class is: 5. (2) The catalyst class is: 5. Reactant: [CH:1]1([NH:4][C:5](=[O:8])[CH2:6][SH:7])[CH2:3][CH2:2]1.C[O-].[Na+].Cl[C:13]1[N:20]=[C:19]([O:21][CH3:22])[C:18]([Cl:23])=[C:17]([CH3:24])[C:14]=1[C:15]#[N:16].O. Product: [CH:1]1([NH:4][C:5]([C:6]2[S:7][C:13]3=[N:20][C:19]([O:21][CH3:22])=[C:18]([Cl:23])[C:17]([CH3:24])=[C:14]3[C:15]=2[NH2:16])=[O:8])[CH2:3][CH2:2]1. (3) Reactant: [CH2:1]([C@@H:8]1[C@@H:16]([CH2:17][OH:18])[C@H:15]([CH3:19])[O:14][C:13](=[O:20])[C@@H:12]([NH:21][C:22](=[O:28])[O:23][C:24]([CH3:27])([CH3:26])[CH3:25])[CH2:11][O:10][CH2:9]1)[C:2]1[CH:7]=[CH:6][CH:5]=[CH:4][CH:3]=1.[C:29]1(O)[CH:34]=[CH:33][CH:32]=[CH:31][CH:30]=1.C1(P(C2C=CC=CC=2)C2C=CC=CC=2)C=CC=CC=1.N(/C(OC(C)C)=O)=N\C(OC(C)C)=O. Product: [CH2:1]([C@@H:8]1[C@@H:16]([CH2:17][O:18][C:29]2[CH:34]=[CH:33][CH:32]=[CH:31][CH:30]=2)[C@H:15]([CH3:19])[O:14][C:13](=[O:20])[C@@H:12]([NH:21][C:22](=[O:28])[O:23][C:24]([CH3:27])([CH3:26])[CH3:25])[CH2:11][O:10][CH2:9]1)[C:2]1[CH:7]=[CH:6][CH:5]=[CH:4][CH:3]=1. The catalyst class is: 1. (4) Reactant: [Sn](Cl)Cl.[Br:4][C:5]1[CH:14]=[CH:13][C:8]([NH:9][CH:10]([CH3:12])[CH3:11])=[C:7]([N+:15]([O-])=O)[CH:6]=1.[OH-].[Na+]. Product: [Br:4][C:5]1[CH:6]=[C:7]([NH2:15])[C:8]([NH:9][CH:10]([CH3:11])[CH3:12])=[CH:13][CH:14]=1. The catalyst class is: 8. (5) Reactant: [C:1]1([C:8]2[CH:13]=[CH:12][CH:11]=[CH:10][CH:9]=2)[CH:6]=[CH:5][C:4]([OH:7])=[CH:3][CH:2]=1.Br[CH2:15][C:16]([O:18][CH2:19][CH3:20])=[O:17].C(=O)([O-])[O-].[K+].[K+]. Product: [C:1]1([C:8]2[CH:13]=[CH:12][CH:11]=[CH:10][CH:9]=2)[CH:2]=[CH:3][C:4]([O:7][CH2:15][C:16]([O:18][CH2:19][CH3:20])=[O:17])=[CH:5][CH:6]=1. The catalyst class is: 85.